From a dataset of Catalyst prediction with 721,799 reactions and 888 catalyst types from USPTO. Predict which catalyst facilitates the given reaction. (1) Reactant: [Cl:1][C:2]1[CH:3]=[C:4]([O:16]C)[CH:5]=[C:6]2[C:10]=1[NH:9][C:8]([C:11]([O:13][CH2:14][CH3:15])=[O:12])=[CH:7]2.B(Br)(Br)Br.O.[OH-].[Na+]. Product: [Cl:1][C:2]1[CH:3]=[C:4]([OH:16])[CH:5]=[C:6]2[C:10]=1[NH:9][C:8]([C:11]([O:13][CH2:14][CH3:15])=[O:12])=[CH:7]2. The catalyst class is: 4. (2) Reactant: [N:1]1[CH:6]=[CH:5][C:4]([CH2:7][CH2:8][OH:9])=[CH:3][CH:2]=1.C[Si]([N-][Si](C)(C)C)(C)C.[Na+].Cl[C:21]1[N:30]=[CH:29][CH:28]=[C:27]2[C:22]=1[CH:23]=[C:24]([C:42]1[CH:47]=[CH:46][CH:45]=[CH:44][CH:43]=1)[C:25]([C:31]1[CH:36]=[CH:35][C:34]([C:37]3([NH2:41])[CH2:40][CH2:39][CH2:38]3)=[CH:33][CH:32]=1)=[N:26]2.C(=O)(O)[O-].[Na+]. Product: [C:42]1([C:24]2[C:25]([C:31]3[CH:32]=[CH:33][C:34]([C:37]4([NH2:41])[CH2:40][CH2:39][CH2:38]4)=[CH:35][CH:36]=3)=[N:26][C:27]3[C:22]([CH:23]=2)=[C:21]([O:9][CH2:8][CH2:7][C:4]2[CH:5]=[CH:6][N:1]=[CH:2][CH:3]=2)[N:30]=[CH:29][CH:28]=3)[CH:47]=[CH:46][CH:45]=[CH:44][CH:43]=1. The catalyst class is: 56. (3) Reactant: [SH:1][C:2]1[C:11]([C:12]([NH:14][CH2:15][C:16]2[S:17][CH:18]=[CH:19][CH:20]=2)=[O:13])=[CH:10][C:9]2[C:4](=[CH:5][CH:6]=[CH:7][CH:8]=2)[N:3]=1.C([O-])([O-])=O.[K+].[K+].I[CH2:28][CH2:29][CH2:30][CH2:31][CH3:32]. Product: [CH2:28]([S:1][C:2]1[C:11]([C:12]([NH:14][CH2:15][C:16]2[S:17][CH:18]=[CH:19][CH:20]=2)=[O:13])=[CH:10][C:9]2[C:4](=[CH:5][CH:6]=[CH:7][CH:8]=2)[N:3]=1)[CH2:29][CH2:30][CH2:31][CH3:32]. The catalyst class is: 3. (4) Reactant: [F:1][C:2]([F:13])([F:12])[C:3]1[CH:11]=[CH:10][CH:9]=[CH:8][C:4]=1[C:5](Cl)=[O:6].[CH3:14][NH2:15]. Product: [CH3:14][NH:15][C:5](=[O:6])[C:4]1[CH:8]=[CH:9][CH:10]=[CH:11][C:3]=1[C:2]([F:13])([F:12])[F:1]. The catalyst class is: 22. (5) Reactant: O=C1C2C(=CC=CC=2)C(=O)[N:3]1[CH:12]1[CH2:17][CH2:16][C:15]([CH3:23])([C:18]([O:20][CH2:21][CH3:22])=[O:19])[CH2:14][CH2:13]1.O.NN. Product: [NH2:3][CH:12]1[CH2:13][CH2:14][C:15]([CH3:23])([C:18]([O:20][CH2:21][CH3:22])=[O:19])[CH2:16][CH2:17]1. The catalyst class is: 14. (6) Reactant: [NH:1]1[CH2:8][CH2:7][CH2:6][C@@H:2]1[C:3]([OH:5])=[O:4].[CH3:9][C:10]([CH3:12])=O.CO.C(OCC)C. Product: [CH:10]([N:1]1[CH2:8][CH2:7][CH2:6][C@@H:2]1[C:3]([OH:5])=[O:4])([CH3:12])[CH3:9]. The catalyst class is: 19.